Dataset: Catalyst prediction with 721,799 reactions and 888 catalyst types from USPTO. Task: Predict which catalyst facilitates the given reaction. Reactant: [N:1]1([C:7]2[S:8][CH2:9][C:10](=[O:12])[N:11]=2)[CH2:6][CH2:5][O:4][CH2:3][CH2:2]1.[CH:13](=O)[CH2:14][CH2:15][CH2:16][CH2:17][CH2:18][CH2:19][CH2:20][CH2:21][CH3:22].C(N(CC)CC)C. Product: [CH:13](=[C:9]1[S:8][C:7]([N:1]2[CH2:2][CH2:3][O:4][CH2:5][CH2:6]2)=[N:11][C:10]1=[O:12])[CH2:14][CH2:15][CH2:16][CH2:17][CH2:18][CH2:19][CH2:20][CH2:21][CH3:22]. The catalyst class is: 14.